This data is from TCR-epitope binding with 47,182 pairs between 192 epitopes and 23,139 TCRs. The task is: Binary Classification. Given a T-cell receptor sequence (or CDR3 region) and an epitope sequence, predict whether binding occurs between them. (1) The epitope is LPAADLDDF. The TCR CDR3 sequence is CASGSPNEQFF. Result: 1 (the TCR binds to the epitope). (2) The epitope is SLVKPSFYV. The TCR CDR3 sequence is CASSLGSGGYNEQFF. Result: 1 (the TCR binds to the epitope). (3) Result: 0 (the TCR does not bind to the epitope). The epitope is IPRRNVATL. The TCR CDR3 sequence is CASRGMTPPTQYF.